This data is from Catalyst prediction with 721,799 reactions and 888 catalyst types from USPTO. The task is: Predict which catalyst facilitates the given reaction. (1) Reactant: [S:1]1[CH:5]=[CH:4][CH:3]=[C:2]1[CH2:6][NH2:7].CN(C(ON1N=NC2C=CC=NC1=2)=[N+](C)C)C.F[P-](F)(F)(F)(F)F.CCN(CC)CC.[CH2:39]([S:41][C:42]1[C:51]([C:52](O)=[O:53])=[C:50]([CH3:55])[C:49]2[C:44](=[CH:45][C:46]([C:56]([F:59])([F:58])[F:57])=[CH:47][CH:48]=2)[N:43]=1)[CH3:40]. Product: [CH2:39]([S:41][C:42]1[C:51]([C:52]([NH:7][CH2:6][C:2]2[S:1][CH:5]=[CH:4][CH:3]=2)=[O:53])=[C:50]([CH3:55])[C:49]2[C:44](=[CH:45][C:46]([C:56]([F:59])([F:57])[F:58])=[CH:47][CH:48]=2)[N:43]=1)[CH3:40]. The catalyst class is: 134. (2) Reactant: [Br:1][C:2]1[N:7]2[N:8]=[C:9]([CH2:19][CH3:20])[C:10]([NH:11][C:12](=[O:18])[O:13][C:14]([CH3:17])([CH3:16])[CH3:15])=[C:6]2[CH:5]=[CH:4][CH:3]=1.[H-].[Na+].Br[CH2:24][CH:25]1[CH2:27][CH2:26]1.C(OCC)(=O)C. Product: [Br:1][C:2]1[N:7]2[N:8]=[C:9]([CH2:19][CH3:20])[C:10]([N:11]([CH2:24][CH:25]3[CH2:27][CH2:26]3)[C:12](=[O:18])[O:13][C:14]([CH3:15])([CH3:16])[CH3:17])=[C:6]2[CH:5]=[CH:4][CH:3]=1. The catalyst class is: 9. (3) Reactant: [F:1][C:2]1[CH:7]=[C:6]([F:8])[CH:5]=[CH:4][C:3]=1[NH2:9].N1C=CC=CC=1.[F:16][C:17]([F:29])([F:28])[C:18]1[CH:23]=[CH:22][C:21]([S:24](Cl)(=[O:26])=[O:25])=[CH:20][CH:19]=1.Cl. Product: [F:1][C:2]1[CH:7]=[C:6]([F:8])[CH:5]=[CH:4][C:3]=1[NH:9][S:24]([C:21]1[CH:20]=[CH:19][C:18]([C:17]([F:16])([F:28])[F:29])=[CH:23][CH:22]=1)(=[O:26])=[O:25]. The catalyst class is: 268. (4) Reactant: [I-].C[N+]1[CH:7]=[CH:6][N:5]([C:8](/[N:10]=[C:11]2\[S:12][C:13]([CH3:26])=[CH:14][N:15]\2[C:16]2[CH:21]=[CH:20][C:19]([C:22]([F:25])([F:24])[F:23])=[CH:18][CH:17]=2)=[O:9])[CH:4]=1.[CH:27](N(C(C)C)CC)(C)C.CNCCC. Product: [CH3:4][N:5]([CH2:6][CH2:7][CH3:27])[C:8](/[N:10]=[C:11]1\[S:12][C:13]([CH3:26])=[CH:14][N:15]\1[C:16]1[CH:17]=[CH:18][C:19]([C:22]([F:25])([F:23])[F:24])=[CH:20][CH:21]=1)=[O:9]. The catalyst class is: 10. (5) Reactant: [F:1][C:2]1[C:7]([O:8][CH3:9])=[CH:6][CH:5]=[C:4]([F:10])[C:3]=1[CH:11]([C:13]1[N:17](COCC[Si](C)(C)C)[C:16]2[CH:26]=[CH:27][CH:28]=[CH:29][C:15]=2[N:14]=1)[OH:12].[F-].C([N+](CCCC)(CCCC)CCCC)CCC. Product: [NH:14]1[C:15]2[CH:29]=[CH:28][CH:27]=[CH:26][C:16]=2[N:17]=[C:13]1[CH:11]([C:3]1[C:4]([F:10])=[CH:5][CH:6]=[C:7]([O:8][CH3:9])[C:2]=1[F:1])[OH:12]. The catalyst class is: 7. (6) Reactant: [Li+].C[Si]([N-][Si](C)(C)C)(C)C.C1COCC1.[N+:16]([CH2:18][C:19]([O:21]C)=O)#[C-].[Br:23][C:24]1[CH:25]=[C:26]([CH2:30]C(Cl)=O)[CH:27]=[CH:28][CH:29]=1. Product: [NH2:16][CH2:18][C:19](=[O:21])[CH2:30][C:26]1[CH:27]=[CH:28][CH:29]=[C:24]([Br:23])[CH:25]=1. The catalyst class is: 1. (7) Reactant: [F:1][C:2]1[CH:3]=[CH:4][C:5]([C:8]2[C:12](/[CH:13]=[CH:14]/[C:15]3[S:16][C:17]([C:21]([OH:23])=O)=[C:18]([CH3:20])[N:19]=3)=[C:11]([CH3:24])[O:10][N:9]=2)=[N:6][CH:7]=1.[NH2:25][C:26]([CH3:30])([CH3:29])[CH2:27][OH:28]. Product: [OH:28][CH2:27][C:26]([NH:25][C:21]([C:17]1[S:16][C:15](/[CH:14]=[CH:13]/[C:12]2[C:8]([C:5]3[CH:4]=[CH:3][C:2]([F:1])=[CH:7][N:6]=3)=[N:9][O:10][C:11]=2[CH3:24])=[N:19][C:18]=1[CH3:20])=[O:23])([CH3:30])[CH3:29]. The catalyst class is: 24. (8) Reactant: [O:1]1[CH2:6][CH2:5][N:4]([C:7]2[CH:8]=[C:9]([C:18]3[O:22][N:21]=[C:20]([C:23]4[CH:31]=[CH:30][C:29]5[NH:28][C:27]6[CH:32]([CH2:35][C:36]([O:38]CC)=[O:37])[CH2:33][CH2:34][C:26]=6[C:25]=5[CH:24]=4)[N:19]=3)[CH:10]=[C:11]([O:13][C:14]([F:17])([F:16])[F:15])[CH:12]=2)[CH2:3][CH2:2]1.[OH-].[Na+]. Product: [O:1]1[CH2:6][CH2:5][N:4]([C:7]2[CH:8]=[C:9]([C:18]3[O:22][N:21]=[C:20]([C:23]4[CH:31]=[CH:30][C:29]5[NH:28][C:27]6[CH:32]([CH2:35][C:36]([OH:38])=[O:37])[CH2:33][CH2:34][C:26]=6[C:25]=5[CH:24]=4)[N:19]=3)[CH:10]=[C:11]([O:13][C:14]([F:16])([F:15])[F:17])[CH:12]=2)[CH2:3][CH2:2]1. The catalyst class is: 36. (9) Reactant: B(Br)(Br)Br.C([O:7][C:8]1[CH:17]=[C:16]2[C:11]([N:12]=[CH:13][CH:14]=[N:15]2)=[CH:10][C:9]=1[C:18]1[N:23]=[N:22][C:21]([N:24]([CH3:35])[CH:25]2[CH2:30][C:29]([CH3:32])([CH3:31])[NH:28][C:27]([CH3:34])([CH3:33])[CH2:26]2)=[CH:20][CH:19]=1)C.CO.[ClH:38]. Product: [ClH:38].[CH3:35][N:24]([CH:25]1[CH2:30][C:29]([CH3:32])([CH3:31])[NH:28][C:27]([CH3:34])([CH3:33])[CH2:26]1)[C:21]1[N:22]=[N:23][C:18]([C:9]2[CH:10]=[C:11]3[C:16]([N:15]=[CH:14][CH:13]=[N:12]3)=[CH:17][C:8]=2[OH:7])=[CH:19][CH:20]=1. The catalyst class is: 2. (10) Reactant: [C:1]1(=[O:12])[C:10]2[C:5](=[CH:6][CH:7]=[CH:8][CH:9]=2)[C:4](=[O:11])[NH:3][NH:2]1.[S:13](Cl)([C:16]1[CH:22]=[CH:21][C:19]([CH3:20])=[CH:18][CH:17]=1)(=[O:15])=[O:14]. Product: [CH3:20][C:19]1[CH:21]=[CH:22][C:16]([S:13]([O:11][C:4]2[C:5]3[C:10](=[CH:9][CH:8]=[CH:7][CH:6]=3)[C:1](=[O:12])[NH:2][N:3]=2)(=[O:15])=[O:14])=[CH:17][CH:18]=1. The catalyst class is: 17.